Dataset: Reaction yield outcomes from USPTO patents with 853,638 reactions. Task: Predict the reaction yield, written as a fraction of the theoretical maximum amount of product (1.0 means a 100% yield; for example, 0.34 means a 34% yield). (1) The reactants are C(OC([N:8]1[CH2:12][CH2:11][CH2:10][C@@H:9]1[CH2:13][O:14][C:15]1[CH:20]=[CH:19][C:18]([CH2:21][C:22]2[CH:27]=[CH:26][C:25]([I:28])=[CH:24][CH:23]=2)=[CH:17][CH:16]=1)=O)(C)(C)C.[ClH:29].CCOCC. The catalyst is O1CCOCC1. The product is [ClH:29].[I:28][C:25]1[CH:26]=[CH:27][C:22]([CH2:21][C:18]2[CH:19]=[CH:20][C:15]([O:14][CH2:13][C@H:9]3[CH2:10][CH2:11][CH2:12][NH:8]3)=[CH:16][CH:17]=2)=[CH:23][CH:24]=1. The yield is 0.950. (2) The reactants are C(OC(=O)NC1CC(=O)OC1OCC)C=C.[C:17]([O:21][C:22](=[O:50])[NH:23][CH:24]([CH3:49])[C:25]([N:27]1[CH2:31][CH2:30][CH2:29][CH:28]1[C:32](=[O:48])[NH:33][CH:34]1[CH2:38][C:37](=[O:39])[O:36][CH:35]1[O:40][CH2:41][C:42]1C=CC=CC=1)=[O:26])([CH3:20])([CH3:19])[CH3:18]. No catalyst specified. The product is [C:17]([O:21][C:22](=[O:50])[NH:23][CH:24]([CH3:49])[C:25]([N:27]1[CH2:31][CH2:30][CH2:29][CH:28]1[C:32](=[O:48])[NH:33][CH:34]1[CH2:38][C:37](=[O:39])[O:36][CH:35]1[O:40][CH2:41][CH3:42])=[O:26])([CH3:19])([CH3:18])[CH3:20]. The yield is 0.730. (3) The reactants are [NH:1]1[CH:5]=[CH:4][N:3]=[CH:2]1.[H-].[Na+].[C:8]([O:12][C:13]([NH:15][CH2:16][CH2:17]OS(C1C=CC(C)=CC=1)(=O)=O)=[O:14])([CH3:11])([CH3:10])[CH3:9]. The catalyst is CN(C=O)C. The product is [C:8]([O:12][C:13](=[O:14])[NH:15][CH2:16][CH2:17][N:1]1[CH:5]=[CH:4][N:3]=[CH:2]1)([CH3:11])([CH3:10])[CH3:9]. The yield is 0.290. (4) The reactants are Cl.[K].NC1C=CC(F)=CC=1S.[OH-].[K+].O.[C:15]1([CH3:25])[CH:20]=[CH:19][C:18]([S:21]([OH:24])(=[O:23])=[O:22])=[CH:17][CH:16]=1. The catalyst is O1CCCC1.O. The yield is 0.780. The product is [CH3:25][C:15]1[CH:20]=[CH:19][C:18]([S:21]([OH:24])(=[O:23])=[O:22])=[CH:17][CH:16]=1. (5) The reactants are [CH3:1][C:2]1[C:3]([N:10]2[CH2:15][CH2:14][CH2:13][CH2:12][CH:11]2[CH3:16])=[N:4][CH:5]=[C:6]([CH:9]=1)[C:7]#N.[OH-:17].[K+].Cl.[OH2:20]. No catalyst specified. The product is [CH3:1][C:2]1[C:3]([N:10]2[CH2:15][CH2:14][CH2:13][CH2:12][CH:11]2[CH3:16])=[N:4][CH:5]=[C:6]([CH:9]=1)[C:7]([OH:20])=[O:17]. The yield is 1.00. (6) The reactants are COC1C=C(OC)C=CC=1C[N:6]([C:30]1[CH:35]=[CH:34][N:33]=[C:32]([F:36])[N:31]=1)[S:7]([C:10]1[CH:15]=[C:14]([F:16])[C:13]([O:17][C@H:18]2[CH2:22][CH2:21][CH2:20][C@@H:19]2[C:23]2[N:27]([CH3:28])[N:26]=[CH:25][CH:24]=2)=[CH:12][C:11]=1[F:29])(=[O:9])=[O:8].C([SiH](CC)CC)C.FC(F)(F)C(O)=O. The catalyst is ClCCl. The product is [F:29][C:11]1[CH:12]=[C:13]([O:17][C@H:18]2[CH2:22][CH2:21][CH2:20][C@@H:19]2[C:23]2[N:27]([CH3:28])[N:26]=[CH:25][CH:24]=2)[C:14]([F:16])=[CH:15][C:10]=1[S:7]([NH:6][C:30]1[CH:35]=[CH:34][N:33]=[C:32]([F:36])[N:31]=1)(=[O:8])=[O:9]. The yield is 0.780.